This data is from Forward reaction prediction with 1.9M reactions from USPTO patents (1976-2016). The task is: Predict the product of the given reaction. (1) Given the reactants Br[C:2]1[CH:11]=[C:10]2[C:5]([CH:6]=[C:7]([CH3:30])[C:8]([CH:19]([O:25][C:26]([CH3:29])([CH3:28])[CH3:27])[C:20]([O:22]CC)=[O:21])=[C:9]2[C:12]2[CH:17]=[CH:16][C:15]([Cl:18])=[CH:14][CH:13]=2)=[CH:4][CH:3]=1.[C:31]([C:33]1([OH:39])[CH2:38][CH2:37][CH2:36][CH2:35][CH2:34]1)#[CH:32], predict the reaction product. The product is: [C:26]([O:25][CH:19]([C:8]1[C:7]([CH3:30])=[CH:6][C:5]2[C:10](=[CH:11][C:2]([C:32]#[C:31][C:33]3([OH:39])[CH2:38][CH2:37][CH2:36][CH2:35][CH2:34]3)=[CH:3][CH:4]=2)[C:9]=1[C:12]1[CH:17]=[CH:16][C:15]([Cl:18])=[CH:14][CH:13]=1)[C:20]([OH:22])=[O:21])([CH3:28])([CH3:27])[CH3:29]. (2) Given the reactants [OH:1][C:2]1[C:7]([O:8][CH3:9])=[CH:6][N:5]=[C:4]([CH2:10][N:11]2C(=O)C3C(=CC=CC=3)C2=O)[N:3]=1.NN, predict the reaction product. The product is: [NH2:11][CH2:10][C:4]1[N:3]=[C:2]([OH:1])[C:7]([O:8][CH3:9])=[CH:6][N:5]=1. (3) Given the reactants [CH3:1][C:2]1[C:7]([N+:8]([O-:10])=[O:9])=[CH:6][CH:5]=[CH:4][C:3]=1[N:11]1[C:15](=[O:16])[N:14]([CH3:17])[N:13]=[N:12]1.N(C1(C#N)CCCCC1)=NC1(C#N)CCCCC1.[Br:36]N1C(=O)CCC1=O.ClC1C=CC=CC=1, predict the reaction product. The product is: [Br:36][CH2:1][C:2]1[C:7]([N+:8]([O-:10])=[O:9])=[CH:6][CH:5]=[CH:4][C:3]=1[N:11]1[C:15](=[O:16])[N:14]([CH3:17])[N:13]=[N:12]1. (4) Given the reactants [F:1][C:2]1[CH:18]=[CH:17][C:5]([O:6][C:7]2[CH:14]=[CH:13][C:12]([CH2:15][OH:16])=[CH:11][C:8]=2[C:9]#[N:10])=[CH:4][C:3]=1[C:19]([F:22])([F:21])[F:20].Cl[C:24]1[CH:36]=[C:28]2[N:29]([CH3:35])[C:30]([CH3:34])([CH3:33])[CH2:31][CH2:32][N:27]2[C:26](=[O:37])[N:25]=1, predict the reaction product. The product is: [F:1][C:2]1[CH:18]=[CH:17][C:5]([O:6][C:7]2[CH:14]=[CH:13][C:12]([CH2:15][O:16][C:24]3[CH:36]=[C:28]4[N:29]([CH3:35])[C:30]([CH3:34])([CH3:33])[CH2:31][CH2:32][N:27]4[C:26](=[O:37])[N:25]=3)=[CH:11][C:8]=2[C:9]#[N:10])=[CH:4][C:3]=1[C:19]([F:20])([F:21])[F:22]. (5) The product is: [CH2:24]([O:31][C:32]1[C:47]([C:9]2[CH:10]=[N:11][CH:12]=[CH:13][CH:14]=2)=[CH:46][CH:45]=[CH:44][C:33]=1[C:34]([O:36][CH2:37][C:38]1[CH:39]=[CH:40][CH:41]=[CH:42][CH:43]=1)=[O:35])[C:25]1[CH:26]=[CH:27][CH:28]=[CH:29][CH:30]=1. Given the reactants CC1(C)C(C)(C)OB([C:9]2[CH:10]=[N:11][CH:12]=[CH:13][CH:14]=2)O1.P([O-])([O-])([O-])=O.[K+].[K+].[K+].[CH2:24]([O:31][C:32]1[C:47](Cl)=[CH:46][CH:45]=[CH:44][C:33]=1[C:34]([O:36][CH2:37][C:38]1[CH:43]=[CH:42][CH:41]=[CH:40][CH:39]=1)=[O:35])[C:25]1[CH:30]=[CH:29][CH:28]=[CH:27][CH:26]=1.C(O)(=O)CC(CC(O)=O)(C(O)=O)O, predict the reaction product. (6) Given the reactants [C:1]([O:5][C:6](=[O:26])[NH:7][C:8]1[C:17]2[C:12](=[CH:13][CH:14]=[CH:15][CH:16]=2)[C:11]([O:18][C:19]2[CH:24]=[CH:23][N:22]=[C:21](Cl)[CH:20]=2)=[CH:10][CH:9]=1)([CH3:4])([CH3:3])[CH3:2].[N:27]1[CH:32]=[CH:31][CH:30]=[CH:29][C:28]=1[CH2:33][NH2:34].C([O-])([O-])=O.[Cs+].[Cs+].C1C=CC(P(C2C(C3C(P(C4C=CC=CC=4)C4C=CC=CC=4)=CC=C4C=3C=CC=C4)=C3C(C=CC=C3)=CC=2)C2C=CC=CC=2)=CC=1, predict the reaction product. The product is: [C:1]([O:5][C:6](=[O:26])[NH:7][C:8]1[C:17]2[C:12](=[CH:13][CH:14]=[CH:15][CH:16]=2)[C:11]([O:18][C:19]2[CH:24]=[CH:23][N:22]=[C:21]([NH:34][CH2:33][C:28]3[CH:29]=[CH:30][CH:31]=[CH:32][N:27]=3)[CH:20]=2)=[CH:10][CH:9]=1)([CH3:4])([CH3:3])[CH3:2].